This data is from Full USPTO retrosynthesis dataset with 1.9M reactions from patents (1976-2016). The task is: Predict the reactants needed to synthesize the given product. (1) Given the product [ClH:1].[F:30][C:25]1[CH:24]=[C:23]([CH:28]=[CH:27][C:26]=1[F:29])[C:22]([NH:21][C@H:18]1[CH2:17][CH2:16][C@@H:15]([NH:14][C:2]2[CH:11]=[C:10]([O:12][CH3:13])[C:9]3[C:4](=[CH:5][CH:6]=[CH:7][CH:8]=3)[N:3]=2)[CH2:20][CH2:19]1)=[O:31], predict the reactants needed to synthesize it. The reactants are: [Cl:1][C:2]1[CH:11]=[C:10]([O:12][CH3:13])[C:9]2[C:4](=[CH:5][CH:6]=[CH:7][CH:8]=2)[N:3]=1.[NH2:14][C@@H:15]1[CH2:20][CH2:19][C@H:18]([NH:21][C:22](=[O:31])[C:23]2[CH:28]=[CH:27][C:26]([F:29])=[C:25]([F:30])[CH:24]=2)[CH2:17][CH2:16]1.C([O-])(O)=O.[Na+]. (2) Given the product [N:11]1[CH:12]=[CH:13][C:14]([C:17]2[CH:25]=[C:24]([CH:26]=[C:3]3[C:4]4[C:9](=[CH:8][CH:7]=[CH:6][CH:5]=4)[NH:1][C:2]3=[O:10])[CH:23]=[C:22]3[C:18]=2[CH:19]=[N:20][NH:21]3)=[CH:15][CH:16]=1, predict the reactants needed to synthesize it. The reactants are: [NH:1]1[C:9]2[C:4](=[CH:5][CH:6]=[CH:7][CH:8]=2)[CH2:3][C:2]1=[O:10].[N:11]1[CH:16]=[CH:15][C:14]([C:17]2[CH:25]=[C:24]([CH:26]=O)[CH:23]=[C:22]3[C:18]=2[CH:19]=[N:20][N:21]3COCC[Si](C)(C)C)=[CH:13][CH:12]=1.N1CCCC1. (3) The reactants are: Cl[C:2]1[N:7]=[CH:6][N:5]=[C:4]([O:8][C:9]2[CH:14]=[CH:13][CH:12]=[CH:11][C:10]=2/[C:15](=[CH:20]\[O:21][CH3:22])/[C:16]([O:18][CH3:19])=[O:17])[CH:3]=1.C[CH:24]([CH2:26][C:27]([CH3:29])=[O:28])[CH3:25].[C:30](=O)([O-])[O-].[K+].[K+].C1N2CC[N:38](CC2)[CH2:37]1. Given the product [C:37]([C:26]1[CH:24]=[CH:25][CH:30]=[CH:29][C:27]=1[O:28][C:2]1[N:7]=[CH:6][N:5]=[C:4]([O:8][C:9]2[CH:14]=[CH:13][CH:12]=[CH:11][C:10]=2/[C:15](=[CH:20]\[O:21][CH3:22])/[C:16]([O:18][CH3:19])=[O:17])[CH:3]=1)#[N:38], predict the reactants needed to synthesize it. (4) Given the product [ClH:25].[Br:27][C:28]1[CH:29]=[C:30]([NH:31][C:13]2[N:14]=[CH:15][C:16]([C:17]([N:19]3[CH2:20][CH2:21][O:22][CH2:23][CH2:24]3)=[O:18])=[C:11]3[C:10]([CH3:26])=[CH:9][NH:8][C:12]=23)[CH:32]=[CH:33][CH:34]=1, predict the reactants needed to synthesize it. The reactants are: C(OC([N:8]1[C:12]2=[C:13]([Cl:25])[N:14]=[CH:15][C:16]([C:17]([N:19]3[CH2:24][CH2:23][O:22][CH2:21][CH2:20]3)=[O:18])=[C:11]2[C:10]([CH3:26])=[CH:9]1)=O)(C)(C)C.[Br:27][C:28]1[CH:29]=[C:30]([CH:32]=[CH:33][CH:34]=1)[NH2:31].CS(O)(=O)=O. (5) Given the product [Cl:1][C:2]1[NH:10][C:9]2[C:8](=[O:11])[N:7]([CH2:12][CH2:13][CH2:14][CH2:15][C:16]([NH:45][CH2:44][C:40]3[CH:41]=[CH:42][CH:43]=[C:38]([CH3:37])[CH:39]=3)=[O:18])[C:6](=[O:19])[N:5]([CH2:20][CH2:21][CH2:22][CH2:23][CH3:24])[C:4]=2[N:3]=1, predict the reactants needed to synthesize it. The reactants are: [Cl:1][C:2]1[NH:10][C:9]2[C:8](=[O:11])[N:7]([CH2:12][CH2:13][CH2:14][CH2:15][C:16]([OH:18])=O)[C:6](=[O:19])[N:5]([CH2:20][CH2:21][CH2:22][CH2:23][CH3:24])[C:4]=2[N:3]=1.C1N=CN(C(N2C=NC=C2)=O)C=1.[CH3:37][C:38]1[CH:39]=[C:40]([CH2:44][NH2:45])[CH:41]=[CH:42][CH:43]=1. (6) Given the product [N+:1]([C:4]1[CH:5]=[C:6]([CH2:7][OH:8])[CH:10]=[C:11]([C:13]2[S:14][C:15]3[CH:16]=[N:17][CH:18]=[CH:19][C:20]=3[N:21]=2)[CH:12]=1)([O-:3])=[O:2], predict the reactants needed to synthesize it. The reactants are: [N+:1]([C:4]1[CH:5]=[C:6]([CH:10]=[C:11]([C:13]2[S:14][C:15]3[CH:16]=[N:17][CH:18]=[CH:19][C:20]=3[N:21]=2)[CH:12]=1)[C:7](O)=[O:8])([O-:3])=[O:2].CN1CCOCC1.ClC(OCC(C)C)=O.[BH4-].[Na+]. (7) Given the product [IH:1].[Br:6][C:7]1[CH:8]=[C:9]2[C:14]([NH:15][C@H:16]3[C@:17]([F:32])([CH3:31])[CH2:18][NH:19][CH2:20]3)=[C:13]([C:33]([NH2:34])=[O:35])[CH:12]=[N:11][N:10]2[CH:36]=1, predict the reactants needed to synthesize it. The reactants are: [I:1][Si](C)(C)C.[Br:6][C:7]1[CH:8]=[C:9]2[C:14]([NH:15][C@@H:16]3[CH2:20][N:19](C(OCC4C=CC=CC=4)=O)[CH2:18][C@@:17]3([F:32])[CH3:31])=[C:13]([C:33](=[O:35])[NH2:34])[CH:12]=[N:11][N:10]2[CH:36]=1. (8) Given the product [CH3:17][N:18]1[CH:26]=[C:25]2[C:20]([CH:21]=[CH:22][C:23]([NH:27][C:2](=[O:3])[O:4][C:5]3[CH:10]=[CH:9][CH:8]=[CH:7][CH:6]=3)=[CH:24]2)=[N:19]1, predict the reactants needed to synthesize it. The reactants are: Cl[C:2]([O:4][C:5]1[CH:10]=[CH:9][CH:8]=[CH:7][CH:6]=1)=[O:3].N1C=CC=CC=1.[CH3:17][N:18]1[CH:26]=[C:25]2[C:20]([CH:21]=[CH:22][C:23]([NH2:27])=[CH:24]2)=[N:19]1. (9) The reactants are: [CH2:1](I)[CH:2]=[CH2:3].[C:5]1([CH:12]=[CH:11][C:9]([OH:10])=[CH:8][CH:7]=1)[OH:6].C([O-])([O-])=O.[K+].[K+].CC(C)=O. Given the product [CH2:1]([O:6][C:5]1[CH:12]=[CH:11][C:9]([OH:10])=[CH:8][CH:7]=1)[CH:2]=[CH2:3], predict the reactants needed to synthesize it. (10) Given the product [F:41][CH2:40][C@@:27]1([C:30]([O:32][CH2:33][C:34]2[CH:35]=[CH:36][CH:37]=[CH:38][CH:39]=2)=[O:31])[CH2:28][CH2:29][C:24]([C:11]2[C:12]([CH3:22])([CH3:23])[C@H:13]3[C@:8]([CH3:42])([CH2:9][CH:10]=2)[C@@H:7]2[C@:16]([CH3:21])([C@@:17]4([CH3:20])[C@H:4]([CH2:5][CH2:6]2)[C@H:3]2[C@H:43]([C:46]([CH3:48])=[CH2:47])[CH2:44][CH2:45][C@:2]2([NH:1][CH2:55][CH2:54][C:50]2([OH:49])[CH2:53][O:52][CH2:51]2)[CH2:19][CH2:18]4)[CH2:15][CH2:14]3)=[CH:25][CH2:26]1, predict the reactants needed to synthesize it. The reactants are: [NH2:1][C@:2]12[CH2:45][CH2:44][C@@H:43]([C:46]([CH3:48])=[CH2:47])[C@@H:3]1[C@@H:4]1[C@@:17]([CH3:20])([CH2:18][CH2:19]2)[C@@:16]2([CH3:21])[C@@H:7]([C@:8]3([CH3:42])[C@@H:13]([CH2:14][CH2:15]2)[C:12]([CH3:23])([CH3:22])[C:11]([C:24]2[CH2:29][CH2:28][C@@:27]([CH2:40][F:41])([C:30]([O:32][CH2:33][C:34]4[CH:39]=[CH:38][CH:37]=[CH:36][CH:35]=4)=[O:31])[CH2:26][CH:25]=2)=[CH:10][CH2:9]3)[CH2:6][CH2:5]1.[OH:49][C:50]1([CH2:54][CH:55]=O)[CH2:53][O:52][CH2:51]1.C(=O)(O)[O-].[Na+].